Dataset: Forward reaction prediction with 1.9M reactions from USPTO patents (1976-2016). Task: Predict the product of the given reaction. Given the reactants Cl[C:2]1[C:11]2[C:6](=[CH:7][C:8]([C:13]#[N:14])=[C:9]([F:12])[CH:10]=2)[CH:5]=[CH:4][N:3]=1.[Cl:15][C:16]1[C:17]([O:31][CH2:32][CH:33]([CH3:35])[CH3:34])=[N:18][CH:19]=[C:20](B2OC(C)(C)C(C)(C)O2)[CH:21]=1.C([O-])([O-])=O.[Cs+].[Cs+], predict the reaction product. The product is: [Cl:15][C:16]1[CH:21]=[C:20]([C:2]2[C:11]3[C:6](=[CH:7][C:8]([C:13]#[N:14])=[C:9]([F:12])[CH:10]=3)[CH:5]=[CH:4][N:3]=2)[CH:19]=[N:18][C:17]=1[O:31][CH2:32][CH:33]([CH3:35])[CH3:34].